Dataset: Full USPTO retrosynthesis dataset with 1.9M reactions from patents (1976-2016). Task: Predict the reactants needed to synthesize the given product. (1) Given the product [CH3:1][C:2]1[CH:7]=[C:6]([CH3:8])[N:5]=[C:4]2[S:9][N:10]([CH2:13][C:14]([OH:16])=[O:15])[C:11](=[O:12])[C:3]=12, predict the reactants needed to synthesize it. The reactants are: [CH3:1][C:2]1[CH:7]=[C:6]([CH3:8])[N:5]=[C:4]2[S:9][N:10]([CH2:13][C:14]([O:16]C)=[O:15])[C:11](=[O:12])[C:3]=12. (2) Given the product [CH2:16]([O:18][C:19](=[O:22])[CH2:20][N:21]=[C:1]([C:9]1[CH:14]=[CH:13][CH:12]=[CH:11][CH:10]=1)[C:2]1[CH:7]=[CH:6][CH:5]=[CH:4][CH:3]=1)[CH3:17], predict the reactants needed to synthesize it. The reactants are: [C:1]([C:9]1[CH:14]=[CH:13][CH:12]=[CH:11][CH:10]=1)(=O)[C:2]1[CH:7]=[CH:6][CH:5]=[CH:4][CH:3]=1.Cl.[CH2:16]([O:18][C:19](=[O:22])[CH2:20][NH2:21])[CH3:17].C1(C)C=CC=CC=1.C(N(CCCC)CCCC)CCC. (3) Given the product [Cl:8][C:7]1[C:3]([CH2:2][OH:21])=[N:4][NH:5][C:6]=1[C:9]1[C:10]([CH3:19])=[CH:11][C:12]([CH3:18])=[C:13]([CH:17]=1)[C:14]([OH:16])=[O:15], predict the reactants needed to synthesize it. The reactants are: Br[CH2:2][C:3]1[C:7]([Cl:8])=[C:6]([C:9]2[C:10]([CH3:19])=[CH:11][C:12]([CH3:18])=[C:13]([CH:17]=2)[C:14]([OH:16])=[O:15])[NH:5][N:4]=1.C([O-])(O)=[O:21].[Na+]. (4) Given the product [CH2:1]([N:5]1[CH2:9][C@H:8]2[CH2:10][C:11](=[N:15][OH:16])[CH2:12][C@H:7]2[CH2:6]1)[CH2:2][CH2:3][CH3:4], predict the reactants needed to synthesize it. The reactants are: [CH2:1]([N:5]1[CH2:9][C@H:8]2[CH2:10][C:11](=O)[CH2:12][C@H:7]2[CH2:6]1)[CH2:2][CH2:3][CH3:4].Cl.[NH2:15][OH:16].C([O-])(=O)C.[Na+]. (5) Given the product [ClH:22].[CH3:1][O:2][C:3]1[CH:4]=[C:5]2[C:10](=[CH:11][CH:12]=1)[CH:9]=[C:8]([C:23]1[CH:24]=[C:25]([CH2:29][N:30]3[CH:34]=[CH:33][N:32]=[C:31]3[CH3:35])[N:26]=[N:27][CH:28]=1)[CH:7]=[CH:6]2, predict the reactants needed to synthesize it. The reactants are: [CH3:1][O:2][C:3]1[CH:4]=[C:5]2[C:10](=[CH:11][CH:12]=1)[CH:9]=[C:8](B1OC(C)(C)C(C)(C)O1)[CH:7]=[CH:6]2.[Cl:22][C:23]1[CH:24]=[C:25]([CH2:29][N:30]2[CH:34]=[CH:33][N:32]=[C:31]2[CH3:35])[N:26]=[N:27][CH:28]=1. (6) Given the product [CH:29]1([N:14]([CH:11]2[CH2:12][CH2:13][NH:8][CH2:9][CH2:10]2)[C:15](=[O:28])[C:16]2[CH:17]=[CH:18][C:19]([C:22]3[O:26][CH:25]=[N:24][C:23]=3[CH3:27])=[CH:20][CH:21]=2)[CH2:31][CH2:30]1.[F:32][C:33]([F:38])([F:37])[C:34]([OH:36])=[O:35], predict the reactants needed to synthesize it. The reactants are: C(OC([N:8]1[CH2:13][CH2:12][CH:11]([N:14]([CH:29]2[CH2:31][CH2:30]2)[C:15](=[O:28])[C:16]2[CH:21]=[CH:20][C:19]([C:22]3[O:26][CH:25]=[N:24][C:23]=3[CH3:27])=[CH:18][CH:17]=2)[CH2:10][CH2:9]1)=O)(C)(C)C.[F:32][C:33]([F:38])([F:37])[C:34]([OH:36])=[O:35]. (7) The reactants are: [Cl:1][C:2]([Cl:35])([Cl:34])[CH2:3][O:4][C:5](=[O:33])[NH:6][C:7]1[N:8]([C:17]2[CH:22]=[CH:21][CH:20]=[C:19]([O:23][CH2:24][CH2:25][O:26]C3CCCCO3)[CH:18]=2)[N:9]=[C:10]([C:12]([C:15]#[N:16])([CH3:14])[CH3:13])[CH:11]=1. Given the product [Cl:34][C:2]([Cl:1])([Cl:35])[CH2:3][O:4][C:5](=[O:33])[NH:6][C:7]1[N:8]([C:17]2[CH:22]=[CH:21][CH:20]=[C:19]([O:23][CH2:24][CH2:25][OH:26])[CH:18]=2)[N:9]=[C:10]([C:12]([C:15]#[N:16])([CH3:14])[CH3:13])[CH:11]=1, predict the reactants needed to synthesize it.